Task: Predict the reactants needed to synthesize the given product.. Dataset: Full USPTO retrosynthesis dataset with 1.9M reactions from patents (1976-2016) (1) Given the product [Cl:1][C:2]1[C:10]([N:11]([CH3:27])[S:12]([C:15]2[S:16][CH:17]=[CH:18][CH:19]=2)(=[O:14])=[O:13])=[C:9]2[C:5]([CH:6]=[C:7]([C:20]([O:22][CH2:23][CH3:24])=[O:21])[NH:8]2)=[CH:4][CH:3]=1, predict the reactants needed to synthesize it. The reactants are: [Cl:1][C:2]1[C:10]([NH:11][S:12]([C:15]2[S:16][CH:17]=[CH:18][CH:19]=2)(=[O:14])=[O:13])=[C:9]2[C:5]([CH:6]=[C:7]([C:20]([O:22][CH2:23][CH3:24])=[O:21])[NH:8]2)=[CH:4][CH:3]=1.CI.[C:27](=O)([O-])[O-].[K+].[K+].CN(C)C=O. (2) Given the product [Br:1][C:2]1[CH:7]=[CH:6][C:5]([F:8])=[CH:4][C:3]=1[O:9][C:11]1[CH:16]=[CH:15][CH:14]=[CH:13][N:12]=1, predict the reactants needed to synthesize it. The reactants are: [Br:1][C:2]1[CH:7]=[CH:6][C:5]([F:8])=[CH:4][C:3]=1[OH:9].F[C:11]1[CH:16]=[CH:15][CH:14]=[CH:13][N:12]=1.